Dataset: Reaction yield outcomes from USPTO patents with 853,638 reactions. Task: Predict the reaction yield, written as a fraction of the theoretical maximum amount of product (1.0 means a 100% yield; for example, 0.34 means a 34% yield). The reactants are [CH:1]1([C:5]2[O:10][C:9](=[O:11])[CH:8]=[C:7]([NH:12][C:13]3[CH:22]=[CH:21][CH:20]=[CH:19][C:14]=3[C:15]([O:17]C)=O)[CH:6]=2)[CH2:4][CH2:3][CH2:2]1. The catalyst is O.C(=O)(O)[O-].[K+]. The product is [CH:1]1([C:5]2[O:10][C:9](=[O:11])[C:8]3[C:15](=[O:17])[C:14]4[CH:19]=[CH:20][CH:21]=[CH:22][C:13]=4[NH:12][C:7]=3[CH:6]=2)[CH2:2][CH2:3][CH2:4]1. The yield is 0.980.